Dataset: Forward reaction prediction with 1.9M reactions from USPTO patents (1976-2016). Task: Predict the product of the given reaction. (1) Given the reactants [CH3:1][N:2]([CH3:22])[C:3]1[CH:8]=[CH:7][C:6]([C:9]2[N:18]=[C:17]([C:19](O)=[O:20])[C:16]3[C:11](=[CH:12][CH:13]=[CH:14][CH:15]=3)[N:10]=2)=[CH:5][CH:4]=1.Cl.[OH:24][C:25]1[C:34]([N:35]([CH3:37])[CH3:36])=[CH:33][CH:32]=[C:31]2[C:26]=1[CH2:27][CH2:28][NH:29][CH2:30]2, predict the reaction product. The product is: [CH3:1][N:2]([CH3:22])[C:3]1[CH:8]=[CH:7][C:6]([C:9]2[N:18]=[C:17]([C:19]([N:29]3[CH2:28][CH2:27][C:26]4[C:31](=[CH:32][CH:33]=[C:34]([N:35]([CH3:37])[CH3:36])[C:25]=4[OH:24])[CH2:30]3)=[O:20])[C:16]3[C:11](=[CH:12][CH:13]=[CH:14][CH:15]=3)[N:10]=2)=[CH:5][CH:4]=1. (2) Given the reactants [Cl:1][C:2]1[CH:7]=[C:6]([CH3:8])[CH:5]=[CH:4][N:3]=1.C([Li])CCC.CN(CCO)C.C(Br)(Br)(Br)[Br:21], predict the reaction product. The product is: [Br:21][C:4]1[CH:5]=[C:6]([CH3:8])[CH:7]=[C:2]([Cl:1])[N:3]=1. (3) Given the reactants [N:1]1[CH:6]=[CH:5][CH:4]=[CH:3][C:2]=1[C:7]1[N:11]=[C:10]([C:12]2[CH:17]=[C:16](F)[CH:15]=[C:14]([C:19]#[N:20])[CH:13]=2)[O:9][N:8]=1.C(=O)([O-])[O-].[K+].[K+].[NH:27]1[CH:31]=[CH:30][N:29]=[CH:28]1.CN(C)C=O, predict the reaction product. The product is: [N:1]1[CH:6]=[CH:5][CH:4]=[CH:3][C:2]=1[C:7]1[N:11]=[C:10]([C:12]2[CH:17]=[C:16]([N:27]3[CH:31]=[CH:30][N:29]=[CH:28]3)[CH:15]=[C:14]([C:19]#[N:20])[CH:13]=2)[O:9][N:8]=1. (4) Given the reactants [OH:1][CH:2]([CH2:13][N:14]([CH3:22])[C:15](=[O:21])[O:16][C:17]([CH3:20])([CH3:19])[CH3:18])[CH2:3][N:4]([CH3:12])[C:5](=[O:11])[O:6][C:7]([CH3:10])([CH3:9])[CH3:8].[N+:23]([C:26]1[CH:31]=[C:30]([F:32])[CH:29]=[C:28](F)[CH:27]=1)([O-:25])=[O:24].[H-].[Na+].O, predict the reaction product. The product is: [F:32][C:30]1[CH:29]=[C:28]([CH:27]=[C:26]([N+:23]([O-:25])=[O:24])[CH:31]=1)[O:1][CH:2]([CH2:13][N:14]([CH3:22])[C:15](=[O:21])[O:16][C:17]([CH3:20])([CH3:19])[CH3:18])[CH2:3][N:4]([CH3:12])[C:5](=[O:11])[O:6][C:7]([CH3:10])([CH3:9])[CH3:8]. (5) Given the reactants [Cl:1][C:2]1[C:7]([O:8][CH3:9])=[CH:6][C:5]([O:10][CH3:11])=[C:4]([Cl:12])[C:3]=1[C:13]1[C:24](=[O:25])[N:23]([CH2:26][CH2:27][N:28]2[CH2:33][CH2:32][NH:31][CH2:30][CH2:29]2)[C:16]2[N:17]=[C:18]([NH:21][CH3:22])[N:19]=[CH:20][C:15]=2[CH:14]=1.[C:34](O)(=[O:37])[CH:35]=[CH2:36].CN(C(ON1N=NC2C=CC=NC1=2)=[N+](C)C)C.F[P-](F)(F)(F)(F)F, predict the reaction product. The product is: [C:34]([N:31]1[CH2:32][CH2:33][N:28]([CH2:27][CH2:26][N:23]2[C:16]3[N:17]=[C:18]([NH:21][CH3:22])[N:19]=[CH:20][C:15]=3[CH:14]=[C:13]([C:3]3[C:4]([Cl:12])=[C:5]([O:10][CH3:11])[CH:6]=[C:7]([O:8][CH3:9])[C:2]=3[Cl:1])[C:24]2=[O:25])[CH2:29][CH2:30]1)(=[O:37])[CH:35]=[CH2:36]. (6) The product is: [Br:28][C:24]1[CH:23]=[C:22]2[C:27](=[CH:26][CH:25]=1)[C@@H:19]([N:14]1[C:12]3=[N:13][C:8]([CH2:7][C:6]([NH:2][NH2:3])=[O:30])=[CH:9][C:10]([CH3:29])=[C:11]3[N:16]=[C:15]1[CH2:17][CH3:18])[CH2:20][CH2:21]2. Given the reactants O.[NH2:2][NH2:3].CO[C:6](=[O:30])[CH2:7][C:8]1[N:13]=[C:12]2[N:14]([C@@H:19]3[C:27]4[C:22](=[CH:23][C:24]([Br:28])=[CH:25][CH:26]=4)[CH2:21][CH2:20]3)[C:15]([CH2:17][CH3:18])=[N:16][C:11]2=[C:10]([CH3:29])[CH:9]=1, predict the reaction product. (7) Given the reactants [OH:1][C:2]1[CH:15]=[CH:14][C:5]2[C@H:6]([CH2:9][C:10]([O:12]C)=[O:11])[CH2:7][O:8][C:4]=2[CH:3]=1.Cl[CH2:17][C:18]1[CH:19]=[C:20]([C:24]2[C:29]([CH3:30])=[CH:28][C:27]([O:31][CH2:32][CH2:33][CH2:34][S:35]([CH3:38])(=[O:37])=[O:36])=[CH:26][C:25]=2[CH3:39])[CH:21]=[CH:22][CH:23]=1.P([O-])([O-])([O-])=O.[K+].[K+].[K+].C(OCC)(=O)C, predict the reaction product. The product is: [CH3:39][C:25]1[CH:26]=[C:27]([O:31][CH2:32][CH2:33][CH2:34][S:35]([CH3:38])(=[O:36])=[O:37])[CH:28]=[C:29]([CH3:30])[C:24]=1[C:20]1[CH:21]=[CH:22][CH:23]=[C:18]([CH2:17][O:1][C:2]2[CH:15]=[CH:14][C:5]3[C@H:6]([CH2:9][C:10]([OH:12])=[O:11])[CH2:7][O:8][C:4]=3[CH:3]=2)[CH:19]=1. (8) The product is: [N:54]([CH2:25][C:21]1[C:22]([Br:24])=[N:23][C:18]([N:15]2[CH2:16][CH2:17][C:13]([C:5]3[CH:4]=[C:3]([C:2]([F:32])([F:31])[F:1])[CH:8]=[C:7]([C:9]([F:12])([F:11])[F:10])[CH:6]=3)([C:27]([F:30])([F:29])[F:28])[CH2:14]2)=[CH:19][CH:20]=1)=[N+:55]=[N-:56]. Given the reactants [F:1][C:2]([F:32])([F:31])[C:3]1[CH:4]=[C:5]([C:13]2([C:27]([F:30])([F:29])[F:28])[CH2:17][CH2:16][N:15]([C:18]3[N:23]=[C:22]([Br:24])[C:21]([CH2:25]O)=[CH:20][CH:19]=3)[CH2:14]2)[CH:6]=[C:7]([C:9]([F:12])([F:11])[F:10])[CH:8]=1.C1(C)C=CC=CC=1.C1(P([N:54]=[N+:55]=[N-:56])(C2C=CC=CC=2)=O)C=CC=CC=1.C1CCN2C(=NCCC2)CC1, predict the reaction product.